Dataset: Forward reaction prediction with 1.9M reactions from USPTO patents (1976-2016). Task: Predict the product of the given reaction. (1) Given the reactants [CH3:1][O:2][C:3]1[C:4]([NH2:9])=[CH:5][CH:6]=[CH:7][CH:8]=1.C1(CN)CCCCC1.[O:18]=[C:19]1[C:27]2([CH2:31][O:30][C:29]3[CH:32]=[C:33]4[C:37](=[CH:38][C:28]2=3)[CH2:36][CH2:35][O:34]4)[C:26]2[C:21](=[CH:22][CH:23]=[CH:24][CH:25]=2)[N:20]1[CH2:39][C:40]1[CH:48]=[CH:47][CH:46]=[CH:45][C:41]=1[C:42](O)=[O:43].O=C1C2(COC3C=C4C(=CC2=3)CCO4)C2C(=CC=CC=2)N1CC1C=C(C=CC=1)C(O)=O, predict the reaction product. The product is: [CH3:1][O:2][C:3]1[CH:8]=[CH:7][CH:6]=[CH:5][C:4]=1[NH:9][C:42](=[O:43])[C:41]1[CH:45]=[CH:46][CH:47]=[CH:48][C:40]=1[CH2:39][N:20]1[C:21]2[C:26](=[CH:25][CH:24]=[CH:23][CH:22]=2)[C:27]2([CH2:31][O:30][C:29]3[CH:32]=[C:33]4[C:37](=[CH:38][C:28]2=3)[CH2:36][CH2:35][O:34]4)[C:19]1=[O:18]. (2) The product is: [CH2:22]([O:21][C:17]1[C:18]2[CH2:19][O:20][C@:10]3([CH3:29])[C@@H:11]([C:13]=2[CH:14]=[CH:15][CH:16]=1)[CH2:12][N:8]([C:1]([O:32][CH3:31])=[O:40])[CH2:9]3)[C:23]1[CH:28]=[CH:27][CH:26]=[CH:25][CH:24]=1. Given the reactants [CH2:1]([N:8]1[CH2:12][C@@H:11]2[C:13]3[CH:14]=[CH:15][CH:16]=[C:17]([O:21][CH2:22][C:23]4[CH:28]=[CH:27][CH:26]=[CH:25][CH:24]=4)[C:18]=3[CH2:19][O:20][C@@:10]2([CH3:29])[CH2:9]1)C1C=CC=CC=1.Cl[C:31](OC(Cl)C)=[O:32].CO.C([O-])(O)=[O:40].[Na+], predict the reaction product. (3) Given the reactants Cl.Cl.Cl.[F:4][C:5]1[CH:10]=[CH:9][C:8]([C:11]2[N:12]=[C:13]([CH:21]3[CH2:26][CH2:25][NH:24][CH2:23][CH2:22]3)[N:14]([CH2:16][CH2:17][N:18]([CH3:20])[CH3:19])[CH:15]=2)=[CH:7][C:6]=1[C:27]([F:30])([F:29])[F:28].CS(C)=O.Cl[C:36]1[C:37]2[CH2:44][C:43](=[O:45])[N:42]([CH2:46][C:47]3[CH:52]=[CH:51][C:50]([O:53][CH3:54])=[CH:49][C:48]=3[O:55][CH3:56])[C:38]=2[N:39]=[CH:40][N:41]=1, predict the reaction product. The product is: [CH3:19][N:18]([CH3:20])[CH2:17][CH2:16][N:14]1[CH:15]=[C:11]([C:8]2[CH:9]=[CH:10][C:5]([F:4])=[C:6]([C:27]([F:28])([F:29])[F:30])[CH:7]=2)[N:12]=[C:13]1[CH:21]1[CH2:26][CH2:25][N:24]([C:36]2[C:37]3[CH2:44][C:43](=[O:45])[N:42]([CH2:46][C:47]4[CH:52]=[CH:51][C:50]([O:53][CH3:54])=[CH:49][C:48]=4[O:55][CH3:56])[C:38]=3[N:39]=[CH:40][N:41]=2)[CH2:23][CH2:22]1. (4) Given the reactants [N+:1]([O-:4])([OH:3])=[O:2].[N+:5]([C:8]1[CH:21]=[CH:20][C:11]([C:12]([O:14][CH2:15][CH2:16][CH2:17][CH2:18]O)=[O:13])=[CH:10][CH:9]=1)([O-:7])=[O:6], predict the reaction product. The product is: [N+:5]([C:8]1[CH:9]=[CH:10][C:11]([C:12]([O:14][CH2:15][CH2:16][CH2:17][CH2:18][O:2][N+:1]([O-:4])=[O:3])=[O:13])=[CH:20][CH:21]=1)([O-:7])=[O:6]. (5) Given the reactants [Br-].[C:2]1(C([PH3+])(C2C=CC=CC=2)C2C=CC=CC=2)C=CC=CC=1.C1COCC1.C([Li])CCC.[CH3:32][CH:33]([CH2:40][CH2:41][CH2:42][CH:43]([CH3:50])[CH2:44][CH2:45][CH2:46][CH:47]([CH3:49])[CH3:48])[CH2:34][CH2:35][CH2:36][C:37](=O)[CH3:38], predict the reaction product. The product is: [CH3:48][C:47]([CH2:46][CH2:45][CH2:44][CH:43]([CH3:50])[CH2:42][CH2:41][CH2:40][CH:33]([CH3:32])[CH2:34][CH2:35][CH2:36][CH:37]([CH3:2])[CH3:38])=[CH2:49]. (6) Given the reactants [CH:1]1([NH:4][CH2:5][C:6]2[C:7](OC)=[CH:8][C:9]([F:13])=[C:10]([F:12])[CH:11]=2)[CH2:3][CH2:2]1.[H-].[Na+].[CH3:18]I.CN(C)[CH:22]=[O:23], predict the reaction product. The product is: [CH:1]1([NH:4][CH2:5][CH2:6][C:7]2[C:18]([O:23][CH3:22])=[CH:11][C:10]([F:12])=[C:9]([F:13])[CH:8]=2)[CH2:2][CH2:3]1.